From a dataset of NCI-60 drug combinations with 297,098 pairs across 59 cell lines. Regression. Given two drug SMILES strings and cell line genomic features, predict the synergy score measuring deviation from expected non-interaction effect. (1) Drug 1: C1=NC2=C(N1)C(=S)N=CN2. Drug 2: C1CCC(C(C1)N)N.C(=O)(C(=O)[O-])[O-].[Pt+4]. Cell line: MCF7. Synergy scores: CSS=30.2, Synergy_ZIP=-13.4, Synergy_Bliss=-6.66, Synergy_Loewe=-4.40, Synergy_HSA=-1.41. (2) Drug 1: CC1CCCC2(C(O2)CC(NC(=O)CC(C(C(=O)C(C1O)C)(C)C)O)C(=CC3=CSC(=N3)C)C)C. Drug 2: B(C(CC(C)C)NC(=O)C(CC1=CC=CC=C1)NC(=O)C2=NC=CN=C2)(O)O. Cell line: T-47D. Synergy scores: CSS=74.2, Synergy_ZIP=0.789, Synergy_Bliss=0.860, Synergy_Loewe=-0.462, Synergy_HSA=1.21. (3) Synergy scores: CSS=30.9, Synergy_ZIP=-0.636, Synergy_Bliss=-2.21, Synergy_Loewe=-21.5, Synergy_HSA=-4.45. Drug 2: C(CCl)NC(=O)N(CCCl)N=O. Drug 1: C1=NC2=C(N1)C(=S)N=C(N2)N. Cell line: HT29.